Dataset: Catalyst prediction with 721,799 reactions and 888 catalyst types from USPTO. Task: Predict which catalyst facilitates the given reaction. (1) Reactant: Br[CH2:2][C:3]([C:5]1[CH:10]=[CH:9][CH:8]=[C:7]([F:11])[CH:6]=1)=O.[NH2:12][C:13]1[N:18]=[C:17]([NH2:19])[CH:16]=[CH:15][N:14]=1. Product: [F:11][C:7]1[CH:6]=[C:5]([C:3]2[N:12]=[C:13]3[N:18]=[C:17]([NH2:19])[CH:16]=[CH:15][N:14]3[CH:2]=2)[CH:10]=[CH:9][CH:8]=1. The catalyst class is: 21. (2) Reactant: O.C(O[Si:5](OCC)(OCC)[C:6]1[CH:11]=[CH:10][C:9]([C:12]2[C:13]([C:18]3[C:19]([C:24]4[CH:29]=[CH:28][C:27]([Si](OCC)(OCC)OCC)=[CH:26][CH:25]=4)=[CH:20][CH:21]=[CH:22][CH:23]=3)=[CH:14][CH:15]=[CH:16][CH:17]=2)=[CH:8][CH:7]=1)C.C1COCC1. Product: [C:24]1([C:19]2[C:18]([C:13]3[C:12]([C:9]4[CH:10]=[CH:11][CH:6]=[CH:7][CH:8]=4)=[CH:17][CH:16]=[CH:15][CH:14]=3)=[CH:23][CH:22]=[CH:21][CH:20]=2)[CH:25]=[CH:26][CH:27]=[CH:28][CH:29]=1.[SiH4:5]. The catalyst class is: 502. (3) Reactant: [F:1][C:2]1[CH:3]=[N:4][C:5]([NH:8][C:9]2[S:10][C:11]3[CH2:17][CH2:16][N:15]([C@@H:18]([CH3:22])[CH2:19][O:20][CH3:21])[C:14]4[N:23](CC5C=CC(OC)=CC=5)[N:24]=[CH:25][C:13]=4[C:12]=3[N:35]=2)=[N:6][CH:7]=1. Product: [F:1][C:2]1[CH:3]=[N:4][C:5]([NH:8][C:9]2[S:10][C:11]3[CH2:17][CH2:16][N:15]([C@@H:18]([CH3:22])[CH2:19][O:20][CH3:21])[C:14]4=[N:23][NH:24][CH:25]=[C:13]4[C:12]=3[N:35]=2)=[N:6][CH:7]=1. The catalyst class is: 67.